Dataset: Full USPTO retrosynthesis dataset with 1.9M reactions from patents (1976-2016). Task: Predict the reactants needed to synthesize the given product. Given the product [N:7]1[C:2]2[CH:3]=[CH:4][CH:5]=[CH:6][C:1]=2[NH:8][CH:9]=1, predict the reactants needed to synthesize it. The reactants are: [C:1]1([NH2:8])[C:2]([NH2:7])=[CH:3][CH:4]=[CH:5][CH:6]=1.[CH2:9](O)C.